This data is from Full USPTO retrosynthesis dataset with 1.9M reactions from patents (1976-2016). The task is: Predict the reactants needed to synthesize the given product. Given the product [Cl:18][C:10]1[CH:11]=[C:12]([N+:15]([O-:17])=[O:16])[CH:13]=[CH:14][C:9]=1[S:1][C:2]1[CH:7]=[CH:6][N:5]=[CH:4][CH:3]=1, predict the reactants needed to synthesize it. The reactants are: [SH:1][C:2]1[CH:7]=[CH:6][N:5]=[CH:4][CH:3]=1.Cl[C:9]1[CH:14]=[CH:13][C:12]([N+:15]([O-:17])=[O:16])=[CH:11][C:10]=1[Cl:18].